From a dataset of Full USPTO retrosynthesis dataset with 1.9M reactions from patents (1976-2016). Predict the reactants needed to synthesize the given product. (1) Given the product [CH3:1][C:2]([CH3:18])([CH3:17])[CH2:3][C:4]([NH:6][C:7]1[CH:8]=[C:9]2[C:14](=[CH:15][CH:16]=1)[NH:13][CH2:12][CH2:11][CH2:10]2)=[O:5], predict the reactants needed to synthesize it. The reactants are: [CH3:1][C:2]([CH3:18])([CH3:17])[CH2:3][C:4]([NH:6][C:7]1[CH:8]=[C:9]2[C:14](=[CH:15][CH:16]=1)[N:13]=[CH:12][CH:11]=[CH:10]2)=[O:5].FC(F)(F)C(O)=O. (2) Given the product [Cl:1][C:2]1[S:6][C:5]([S:7]([NH:10][C:11]2[CH:19]=[CH:18][C:14]([C:15]([O:17][CH:30]3[CH2:34][CH2:33][O:32][CH2:31]3)=[O:16])=[C:13]([OH:20])[CH:12]=2)(=[O:9])=[O:8])=[CH:4][C:3]=1[C:21]1[CH:26]=[C:25]([F:27])[CH:24]=[CH:23][C:22]=1[OH:28], predict the reactants needed to synthesize it. The reactants are: [Cl:1][C:2]1[S:6][C:5]([S:7]([NH:10][C:11]2[CH:19]=[CH:18][C:14]([C:15]([OH:17])=[O:16])=[C:13]([OH:20])[CH:12]=2)(=[O:9])=[O:8])=[CH:4][C:3]=1[C:21]1[CH:26]=[C:25]([F:27])[CH:24]=[CH:23][C:22]=1[OH:28].O[CH:30]1[CH2:34][CH2:33][O:32][CH2:31]1. (3) Given the product [C:17]([O:16][C:14]([N:11]1[CH2:12][CH2:13][CH:8]([O:7][C:4]2[S:5][CH:6]=[C:2]([N:31]3[C:32]4[C:28](=[CH:27][C:26]([N:21]5[CH:25]=[N:24][CH:23]=[N:22]5)=[CH:34][CH:33]=4)[CH:29]=[CH:30]3)[N:3]=2)[CH2:9][CH2:10]1)=[O:15])([CH3:20])([CH3:19])[CH3:18], predict the reactants needed to synthesize it. The reactants are: Br[C:2]1[N:3]=[C:4]([O:7][CH:8]2[CH2:13][CH2:12][N:11]([C:14]([O:16][C:17]([CH3:20])([CH3:19])[CH3:18])=[O:15])[CH2:10][CH2:9]2)[S:5][CH:6]=1.[N:21]1([C:26]2[CH:27]=[C:28]3[C:32](=[CH:33][CH:34]=2)[NH:31][CH:30]=[CH:29]3)[CH:25]=[N:24][CH:23]=[N:22]1.